Dataset: Reaction yield outcomes from USPTO patents with 853,638 reactions. Task: Predict the reaction yield, written as a fraction of the theoretical maximum amount of product (1.0 means a 100% yield; for example, 0.34 means a 34% yield). (1) The reactants are C([NH:4][C:5]1[CH:10]=[CH:9][C:8]([CH2:11][C:12]([OH:14])=[O:13])=[CH:7][C:6]=1[Cl:15])(=O)C.Cl.[CH3:17]O. No catalyst specified. The product is [NH2:4][C:5]1[CH:10]=[CH:9][C:8]([CH2:11][C:12]([O:14][CH3:17])=[O:13])=[CH:7][C:6]=1[Cl:15]. The yield is 0.600. (2) The reactants are [Br:1][C:2]1[C:3]([F:11])=[C:4]([CH:8]=[CH:9][CH:10]=1)[C:5](O)=[O:6].C(Cl)(=O)C([Cl:15])=O.CN(C=O)C. The catalyst is C(Cl)Cl. The product is [Br:1][C:2]1[C:3]([F:11])=[C:4]([CH:8]=[CH:9][CH:10]=1)[C:5]([Cl:15])=[O:6]. The yield is 0.990.